This data is from Forward reaction prediction with 1.9M reactions from USPTO patents (1976-2016). The task is: Predict the product of the given reaction. (1) Given the reactants [F:1][C:2]([F:28])([F:27])[C:3]1[N:8]=[CH:7][C:6]([C@H:9]([NH:12][C:13]([C:15]2[CH:16]=[C:17]([C:24](O)=[O:25])[N:18]3[CH2:23][CH2:22][O:21][CH2:20][C:19]=23)=[O:14])[CH2:10][CH3:11])=[CH:5][CH:4]=1.ON1C2C=CC=CC=2N=N1.Cl.C(N=C=NCCCN(C)C)C.[F:51][C:52]([F:59])([F:58])[C@H:53]1[CH2:57][CH2:56][CH2:55][NH:54]1.C(N(CC)CC)C, predict the reaction product. The product is: [F:28][C:2]([F:27])([F:1])[C:3]1[N:8]=[CH:7][C:6]([C@H:9]([NH:12][C:13]([C:15]2[CH:16]=[C:17]([C:24]([N:54]3[CH2:55][CH2:56][CH2:57][C@@H:53]3[C:52]([F:59])([F:58])[F:51])=[O:25])[N:18]3[CH2:23][CH2:22][O:21][CH2:20][C:19]=23)=[O:14])[CH2:10][CH3:11])=[CH:5][CH:4]=1. (2) Given the reactants I[C:2]1[CH:11]=[C:10]([N+:12]([O-:14])=[O:13])[C:9]2[C:4](=[CH:5][CH:6]=[CH:7][CH:8]=2)[C:3]=1[O:15][CH3:16].[CH2:17]([OH:21])[CH2:18][C:19]#[CH:20], predict the reaction product. The product is: [CH3:16][O:15][C:3]1[C:4]2[C:9](=[CH:8][CH:7]=[CH:6][CH:5]=2)[C:10]([N+:12]([O-:14])=[O:13])=[CH:11][C:2]=1[C:20]#[C:19][CH2:18][CH2:17][OH:21]. (3) Given the reactants C(=O)([O-])[O-].[K+].[K+].[CH:7](/B(O)O)=[CH:8]\[CH3:9].Cl[C:14]1[C:23]([C@@H:24]([N:26]2[C:34](=[O:35])[C:33]3[C:28](=[CH:29][CH:30]=[CH:31][CH:32]=3)[C:27]2=[O:36])[CH3:25])=[CH:22][C:21]2[C:16](=[CH:17][C:18]([F:37])=[CH:19][CH:20]=2)[N:15]=1.CN(C=O)C, predict the reaction product. The product is: [F:37][C:18]1[CH:17]=[C:16]2[C:21]([CH:22]=[C:23]([C@@H:24]([N:26]3[C:34](=[O:35])[C:33]4[C:28](=[CH:29][CH:30]=[CH:31][CH:32]=4)[C:27]3=[O:36])[CH3:25])[C:14](/[CH:7]=[CH:8]/[CH3:9])=[N:15]2)=[CH:20][CH:19]=1. (4) Given the reactants [CH3:1][C:2]1[C:11]2[C:6](=[CH:7][CH:8]=[CH:9][CH:10]=2)[N:5]=[C:4]([CH2:12][N:13]2[C:22](=[O:23])[C:21]3[N:20]([CH2:24][C:25]#[C:26][CH3:27])[C:19]([N:28]4[CH2:33][CH2:32][CH2:31][C@@H:30]([N:34]5C(=O)C6=CC(C)=CC=C6C5=O)[CH2:29]4)=[N:18][C:17]=3[N:16]([CH3:46])[C:14]2=[O:15])[N:3]=1.C1(C)C=CC=CC=1.C(CN)O, predict the reaction product. The product is: [CH3:27][C:26]#[C:25][CH2:24][N:20]1[C:19]([N:28]2[CH2:29][C@H:30]([NH2:34])[CH2:31][CH2:32][CH2:33]2)=[N:18][C:17]2[N:16]([CH3:46])[C:14]([N:13]([CH2:12][C:4]3[N:3]=[C:2]([CH3:1])[C:11]4[CH:10]=[CH:9][CH:8]=[CH:7][C:6]=4[N:5]=3)[C:22](=[O:23])[C:21]1=2)=[O:15].